This data is from Forward reaction prediction with 1.9M reactions from USPTO patents (1976-2016). The task is: Predict the product of the given reaction. (1) Given the reactants [NH2:1][C:2]1[CH:3]=[CH:4][C:5]([CH2:14][CH2:15][C:16]([O:18][CH2:19][CH3:20])=[O:17])=[C:6]([C:8]2[CH:13]=[CH:12][CH:11]=[CH:10][CH:9]=2)[CH:7]=1.[CH2:21]([O:23][C:24]1[CH:25]=[C:26]([C:33](=[O:39])[CH2:34][CH2:35][C:36](O)=[O:37])[CH:27]=[CH:28][C:29]=1[O:30][CH2:31][CH3:32])[CH3:22].C(OC1C=CC=CC=1OCC)C.C1C=CC2N(O)N=NC=2C=1.CCN=C=NCCCN(C)C, predict the reaction product. The product is: [CH2:21]([O:23][C:24]1[CH:25]=[C:26]([C:33](=[O:39])[CH2:34][CH2:35][C:36]([NH:1][C:2]2[CH:3]=[CH:4][C:5]([CH2:14][CH2:15][C:16]([O:18][CH2:19][CH3:20])=[O:17])=[C:6]([C:8]3[CH:13]=[CH:12][CH:11]=[CH:10][CH:9]=3)[CH:7]=2)=[O:37])[CH:27]=[CH:28][C:29]=1[O:30][CH2:31][CH3:32])[CH3:22]. (2) Given the reactants C(P(C(C)(C)C)C1C(OC)=CC=C(OC)C=1C1C(C(C)C)=CC(C(C)C)=CC=1C(C)C)(C)(C)C.[O-]P([O-])([O-])=O.[K+].[K+].[K+].C(O)(CC)(C)C.CS(O[C:54]1[CH:63]=[CH:62][C:61]2[C:56](=[CH:57][CH:58]=[C:59]([C:64]3[CH:69]=[C:68]([N:70]4[CH:75]=[CH:74][C:73](=[O:76])[NH:72][C:71]4=[O:77])[CH:67]=[C:66]([C:78]([CH3:81])([CH3:80])[CH3:79])[C:65]=3[O:82][CH3:83])[CH:60]=2)[CH:55]=1)(=O)=O.[CH3:84][S:85]([NH2:88])(=[O:87])=[O:86], predict the reaction product. The product is: [C:78]([C:66]1[C:65]([O:82][CH3:83])=[C:64]([C:59]2[CH:60]=[C:61]3[C:56](=[CH:57][CH:58]=2)[CH:55]=[C:54]([NH:88][S:85]([CH3:84])(=[O:87])=[O:86])[CH:63]=[CH:62]3)[CH:69]=[C:68]([N:70]2[CH:75]=[CH:74][C:73](=[O:76])[NH:72][C:71]2=[O:77])[CH:67]=1)([CH3:81])([CH3:80])[CH3:79]. (3) Given the reactants [Br:1][C:2]1[S:3][CH:4]=[C:5](C(O)=O)[N:6]=1.P(N=[N+]=[N-])([O:19][C:20]1C=CC=CC=1)(OC1C=CC=CC=1)=O.[N:29]1([CH2:35][C:36]2[N:41]=[C:40]([NH2:42])[CH:39]=[CH:38][CH:37]=2)[CH2:34][CH2:33][CH2:32][CH2:31][CH2:30]1.CC#[N:45], predict the reaction product. The product is: [Br:1][C:2]1[S:3][CH:4]=[C:5]([NH:45][C:20]([NH:42][C:40]2[CH:39]=[CH:38][CH:37]=[C:36]([CH2:35][N:29]3[CH2:30][CH2:31][CH2:32][CH2:33][CH2:34]3)[N:41]=2)=[O:19])[N:6]=1. (4) Given the reactants [Br:1][C:2]1[CH:3]=[CH:4][C:5]([NH:10][C:11](=[O:13])[CH3:12])=[N:6][C:7]=1[CH:8]=O.[CH3:14][C:15]([S@@:18]([NH2:20])=[O:19])([CH3:17])[CH3:16], predict the reaction product. The product is: [Br:1][C:2]1[CH:3]=[CH:4][C:5]([NH:10][C:11](=[O:13])[CH3:12])=[N:6][C:7]=1[CH:8]=[N:20][S@:18]([C:15]([CH3:17])([CH3:16])[CH3:14])=[O:19]. (5) Given the reactants [O:1]=[C:2]1[NH:7][C:6](=[O:8])[C:5]([C:9]([O:11][CH2:12][CH3:13])=[O:10])=[CH:4][N:3]1[C:14]1[CH:23]=[CH:22][C:17]2[NH:18][C:19](=[O:21])[NH:20][C:16]=2[CH:15]=1.Br[CH2:25][C:26]1[CH:31]=[CH:30][CH:29]=[C:28]([C:32]([F:35])([F:34])[F:33])[C:27]=1[Cl:36].C(=O)([O-])[O-].[K+].[K+].[I-].[K+], predict the reaction product. The product is: [Cl:36][C:27]1[C:28]([C:32]([F:33])([F:34])[F:35])=[CH:29][CH:30]=[CH:31][C:26]=1[CH2:25][N:7]1[C:6](=[O:8])[C:5]([C:9]([O:11][CH2:12][CH3:13])=[O:10])=[CH:4][N:3]([C:14]2[CH:23]=[CH:22][C:17]3[NH:18][C:19](=[O:21])[NH:20][C:16]=3[CH:15]=2)[C:2]1=[O:1]. (6) Given the reactants NC[C:3]1[N:8]=[CH:7][C:6]([CH2:9][N:10]([CH:17]2[CH2:22][CH2:21][CH2:20][CH2:19][CH2:18]2)C(=O)C(F)(F)F)=[CH:5][CH:4]=1.C(C1N=CC(CN(C2CCCCC2)C(=O)C(F)(F)F)=CC=1)#N.[ClH:45].CCOCC, predict the reaction product. The product is: [Cl:45][C:3]1[N:8]=[CH:7][C:6]([CH2:9][NH:10][CH:17]2[CH2:22][CH2:21][CH2:20][CH2:19][CH2:18]2)=[CH:5][CH:4]=1. (7) Given the reactants [Cl:1][C:2]1[CH:9]=[CH:8][CH:7]=[CH:6][C:3]=1[CH2:4][SH:5].Br[C:11]1[N:12]=[C:13]([O:37][CH3:38])[C:14]([N:17](COCC[Si](C)(C)C)[S:18]([C:21]2[CH:26]=[CH:25][CH:24]=[C:23]([Cl:27])[C:22]=2[Cl:28])(=[O:20])=[O:19])=[N:15][CH:16]=1, predict the reaction product. The product is: [Cl:28][C:22]1[C:23]([Cl:27])=[CH:24][CH:25]=[CH:26][C:21]=1[S:18]([NH:17][C:14]1[C:13]([O:37][CH3:38])=[N:12][C:11]([S:5][CH2:4][C:3]2[CH:6]=[CH:7][CH:8]=[CH:9][C:2]=2[Cl:1])=[CH:16][N:15]=1)(=[O:20])=[O:19].